From a dataset of Forward reaction prediction with 1.9M reactions from USPTO patents (1976-2016). Predict the product of the given reaction. (1) The product is: [CH:13]1([CH2:12][CH2:11][N:6]2[C:7]3[C:3](=[C:2]([C:30]4[CH:34]=[N:33][C:48]5[C:47]([CH:31]=4)=[CH:46][CH:54]=[CH:50][CH:49]=5)[CH:10]=[CH:9][CH:8]=3)[C:4]3([C:20]4=[CH:21][C:22]5[O:26][CH2:25][O:24][C:23]=5[CH:27]=[C:19]4[O:18][CH2:17]3)[C:5]2=[O:16])[CH2:14][CH2:15]1. Given the reactants Br[C:2]1[CH:10]=[CH:9][CH:8]=[C:7]2[C:3]=1[C:4]1([C:20]3=[CH:21][C:22]4[O:26][CH2:25][O:24][C:23]=4[CH:27]=[C:19]3[O:18][CH2:17]1)[C:5](=[O:16])[N:6]2[CH2:11][CH2:12][CH:13]1[CH2:15][CH2:14]1.BrC1C=CC=[C:34]2[C:30]=1[C:31]1([C:47]3=[CH:48][C:49]4OCO[C:50]=4[CH:54]=[C:46]3OC1)C(=O)[N:33]2CCCCC.N1C2C(=CC=CC=2)C=C(B(O)O)C=1.CN(C)C1N=CC(B(O)O)=CC=1, predict the reaction product. (2) Given the reactants Br[C:2]1[CH:3]=[CH:4][C:5]2[N:9]=[N:8][N:7]([CH3:10])[C:6]=2[CH:11]=1.[CH3:12][O:13][C:14]1[CH:15]=[C:16]([C:20]2[N:25]3[N:26]=[C:27]([NH2:29])[N:28]=[C:24]3[CH:23]=[CH:22][CH:21]=2)[CH:17]=[CH:18][CH:19]=1.C1(P(C2C=CC=CC=2)C2C3OC4C(=CC=CC=4P(C4C=CC=CC=4)C4C=CC=CC=4)C(C)(C)C=3C=CC=2)C=CC=CC=1.C(=O)([O-])[O-].[Cs+].[Cs+], predict the reaction product. The product is: [CH3:12][O:13][C:14]1[CH:15]=[C:16]([C:20]2[N:25]3[N:26]=[C:27]([NH:29][C:2]4[CH:3]=[CH:4][C:5]5[N:9]=[N:8][N:7]([CH3:10])[C:6]=5[CH:11]=4)[N:28]=[C:24]3[CH:23]=[CH:22][CH:21]=2)[CH:17]=[CH:18][CH:19]=1.